Dataset: Forward reaction prediction with 1.9M reactions from USPTO patents (1976-2016). Task: Predict the product of the given reaction. (1) Given the reactants CC1(C)[C@@H](O)CC[C@@]2(C)C1CCC1[C@H]3[C@](C)(CCC=12)[C@@H]([C@H](C)CCC=C(C)C)CC3.C[C@:32]1([CH2:60][CH3:61])[C@@H:56]([OH:57])[CH2:55][CH2:54][C@@:53]2([CH3:58])[CH:33]1[CH2:34][CH2:35][C:36]1[C@H:37]3[C@:49]([CH3:59])([CH2:50][CH2:51][C:52]=12)[C@@H:40]([C@H:41]([CH3:48])[CH2:42][CH2:43][CH:44]=[C:45]([CH3:47])[CH3:46])[CH2:39][CH2:38]3, predict the reaction product. The product is: [CH2:60]([CH:32]1[C@@H:56]([OH:57])[CH2:55][CH2:54][C@@:53]2([CH3:58])[CH:33]1[CH2:34][CH2:35][C:36]1[C@H:37]3[C@:49]([CH3:59])([CH2:50][CH2:51][C:52]=12)[C@@H:40]([C@H:41]([CH3:48])[CH2:42][CH2:43][CH:44]=[C:45]([CH3:46])[CH3:47])[CH2:39][CH2:38]3)[CH3:61]. (2) Given the reactants [CH3:1][O:2][C:3]1[CH:8]=[CH:7][CH:6]=[CH:5][C:4]=1[C:9]1([CH3:15])[O:14][CH2:13][CH2:12][CH2:11][O:10]1.[H-].C([Al+]CC(C)C)C(C)C.O.C(O)(=O)CC(CC(O)=O)(C(O)=O)O, predict the reaction product. The product is: [CH3:1][O:2][C:3]1[CH:8]=[CH:7][CH:6]=[CH:5][C:4]=1[CH:9]([O:10][CH2:11][CH2:12][CH2:13][OH:14])[CH3:15]. (3) The product is: [F:36][C:30]1[CH:31]=[CH:32][CH:33]=[C:34]([F:35])[C:29]=1[S:26]([NH:25][C:21]1[CH:22]=[CH:23][CH:24]=[C:19]([C:9]2[N:10]=[C:11]([N:13]3[CH2:18][CH2:17][O:16][CH2:15][CH2:14]3)[S:12][C:8]=2[C:6]2[CH:5]=[CH:4][N:3]=[C:2]([NH:43][CH2:42][CH2:41][CH2:40][S:39][CH3:38])[N:7]=2)[C:20]=1[F:37])(=[O:28])=[O:27]. Given the reactants Cl[C:2]1[N:7]=[C:6]([C:8]2[S:12][C:11]([N:13]3[CH2:18][CH2:17][O:16][CH2:15][CH2:14]3)=[N:10][C:9]=2[C:19]2[C:20]([F:37])=[C:21]([NH:25][S:26]([C:29]3[C:34]([F:35])=[CH:33][CH:32]=[CH:31][C:30]=3[F:36])(=[O:28])=[O:27])[CH:22]=[CH:23][CH:24]=2)[CH:5]=[CH:4][N:3]=1.[CH3:38][S:39][CH2:40][CH2:41][CH2:42][NH2:43], predict the reaction product. (4) The product is: [CH3:1][O:2][C:3]1[CH:4]=[C:5]2[C:10](=[CH:11][C:12]=1[O:13][CH2:37][CH2:38][OH:39])[N:9]=[CH:8][CH:7]=[C:6]2[O:14][C:15]1[C:16]([C:23]2[CH:28]=[CH:27][CH:26]=[C:25]([CH3:29])[N:24]=2)=[N:17][C:18]([CH3:22])=[C:19]([CH3:21])[CH:20]=1. Given the reactants [CH3:1][O:2][C:3]1[CH:4]=[C:5]2[C:10](=[CH:11][C:12]=1[OH:13])[N:9]=[CH:8][CH:7]=[C:6]2[O:14][C:15]1[C:16]([C:23]2[CH:28]=[CH:27][CH:26]=[C:25]([CH3:29])[N:24]=2)=[N:17][C:18]([CH3:22])=[C:19]([CH3:21])[CH:20]=1.C(=O)([O-])[O-].[K+].[K+].Br[CH2:37][CH2:38][OH:39], predict the reaction product. (5) Given the reactants [C:1]([C:3]1[CH:4]=[C:5]([N:10]([CH2:15][C:16]2[CH:21]=[CH:20][CH:19]=[C:18](I)[CH:17]=2)[C:11](=[O:14])[CH2:12][CH3:13])[CH:6]=[C:7]([F:9])[CH:8]=1)#[N:2].[B:23]1([B:23]2[O:27][C:26]([CH3:29])([CH3:28])[C:25]([CH3:31])([CH3:30])[O:24]2)[O:27][C:26]([CH3:29])([CH3:28])[C:25]([CH3:31])([CH3:30])[O:24]1.C([O-])(=O)C.[K+], predict the reaction product. The product is: [C:1]([C:3]1[CH:4]=[C:5]([N:10]([CH2:15][C:16]2[CH:21]=[CH:20][CH:19]=[C:18]([B:23]3[O:27][C:26]([CH3:29])([CH3:28])[C:25]([CH3:31])([CH3:30])[O:24]3)[CH:17]=2)[C:11](=[O:14])[CH2:12][CH3:13])[CH:6]=[C:7]([F:9])[CH:8]=1)#[N:2]. (6) Given the reactants [Cl:1][C:2]1[N:6]2[CH2:7][CH2:8][NH:9][CH2:10][C:5]2=[N:4][CH:3]=1.CCN(CC1C=CC=CC=1)CC.C=CC1C=CC=CC=1.C=CC1C=CC(C=C)=CC=1.[Cl:41][C:42]1[C:50]([C:51]([F:54])([F:53])[F:52])=[CH:49][CH:48]=[CH:47][C:43]=1[C:44](Cl)=[O:45], predict the reaction product. The product is: [Cl:1][C:2]1[N:6]2[CH2:7][CH2:8][N:9]([C:44]([C:43]3[CH:47]=[CH:48][CH:49]=[C:50]([C:51]([F:52])([F:53])[F:54])[C:42]=3[Cl:41])=[O:45])[CH2:10][C:5]2=[N:4][CH:3]=1. (7) Given the reactants Cl[C:2]1[C:7]([CH2:8][N:9]2[CH:14]=[C:13]3[N:15]=[C:16]([C:18]4[CH:23]=[CH:22][CH:21]=[C:20]([F:24])[C:19]=4[F:25])[N:17]=[C:12]3[CH:11]=[N:10]2)=[CH:6][CH:5]=[C:4]([C:26]2[CH:31]=[CH:30][C:29]([O:32][CH3:33])=[CH:28][C:27]=2[C:34]([F:37])([F:36])[F:35])[N:3]=1.[CH3:38]OB([O-])[O-], predict the reaction product. The product is: [F:25][C:19]1[C:20]([F:24])=[CH:21][CH:22]=[CH:23][C:18]=1[C:16]1[N:17]=[C:12]2[CH:11]=[N:10][N:9]([CH2:8][C:7]3[C:2]([CH3:38])=[N:3][C:4]([C:26]4[CH:31]=[CH:30][C:29]([O:32][CH3:33])=[CH:28][C:27]=4[C:34]([F:37])([F:36])[F:35])=[CH:5][CH:6]=3)[CH:14]=[C:13]2[N:15]=1. (8) Given the reactants [CH2:1]([O:8][C:9]1[CH:10]=[C:11]([CH:13]=[CH:14][CH:15]=1)[NH2:12])[C:2]1[CH:7]=[CH:6][CH:5]=[CH:4][CH:3]=1.[Br:16][C:17]1[N:22]=[C:21]([CH:23]=O)[CH:20]=[CH:19][CH:18]=1.C(O[BH-](OC(=O)C)OC(=O)C)(=O)C.[Na+].C(O)(=O)C.C(=O)(O)[O-].[Na+], predict the reaction product. The product is: [CH2:1]([O:8][C:9]1[CH:10]=[C:11]([NH:12][CH2:23][C:21]2[CH:20]=[CH:19][CH:18]=[C:17]([Br:16])[N:22]=2)[CH:13]=[CH:14][CH:15]=1)[C:2]1[CH:3]=[CH:4][CH:5]=[CH:6][CH:7]=1. (9) The product is: [C:7]([C:6]1[CH:10]=[CH:11][C:3]([O:2][CH3:1])=[CH:4][C:5]=1[NH:12][C:21]([C:18]1[S:19][CH:20]=[C:16]([CH:13]([CH3:15])[CH3:14])[N:17]=1)=[O:22])(=[O:8])[NH2:9]. Given the reactants [CH3:1][O:2][C:3]1[CH:11]=[CH:10][C:6]([C:7]([NH2:9])=[O:8])=[C:5]([NH2:12])[CH:4]=1.[CH:13]([C:16]1[N:17]=[C:18]([C:21](O)=[O:22])[S:19][CH:20]=1)([CH3:15])[CH3:14].CCN=C=NCCCN(C)C.C(O)(=O)CC(CC(O)=O)(C(O)=O)O, predict the reaction product. (10) Given the reactants C([C:4]1([C:10]2[C:18]3[C:13](=[CH:14][CH:15]=[C:16]([NH:19][C:20]([C:22]4[CH:27]=[CH:26][CH:25]=[CH:24][N:23]=4)=[O:21])[CH:17]=3)[NH:12][N:11]=2)[CH:9]=[CH:8][CH:7]=[CH:6][CH2:5]1)(=O)C.N, predict the reaction product. The product is: [C:4]1([C:10]2[C:18]3[C:13](=[CH:14][CH:15]=[C:16]([NH:19][C:20]([C:22]4[CH:27]=[CH:26][CH:25]=[CH:24][N:23]=4)=[O:21])[CH:17]=3)[NH:12][N:11]=2)[CH:5]=[CH:6][CH:7]=[CH:8][CH:9]=1.